The task is: Predict the reactants needed to synthesize the given product.. This data is from Retrosynthesis with 50K atom-mapped reactions and 10 reaction types from USPTO. (1) Given the product CC(C)OC(=O)COCCCCN1C(=O)CCC[C@@H]1/C=C/C(O)Cc1cccc(Cl)c1, predict the reactants needed to synthesize it. The reactants are: CC(C)I.O=C(O)COCCCCN1C(=O)CCC[C@@H]1/C=C/C(O)Cc1cccc(Cl)c1. (2) Given the product COC(=O)c1ccc(CNCC2(CN(C)CC(=O)Nc3ccc(Oc4ccccc4)cc3)CCCC2)cc1, predict the reactants needed to synthesize it. The reactants are: CN(CC(=O)Nc1ccc(Oc2ccccc2)cc1)CC1(CN)CCCC1.COC(=O)c1ccc(C=O)cc1.